From a dataset of Reaction yield outcomes from USPTO patents with 853,638 reactions. Predict the reaction yield, written as a fraction of the theoretical maximum amount of product (1.0 means a 100% yield; for example, 0.34 means a 34% yield). The yield is 0.270. The reactants are C[O:2][C:3]1[CH:8]=[CH:7][C:6]([N:9]2[C:17]3[C:12](=[CH:13][CH:14]=[CH:15][CH:16]=3)[C:11]([S:18]([CH3:21])(=[O:20])=[O:19])=[C:10]2[C:22]2[C:23]([CH3:28])=[N:24][O:25][C:26]=2[CH3:27])=[CH:5][CH:4]=1.B(Br)(Br)Br.O.CCOC(C)=O. The product is [CH3:28][C:23]1[C:22]([C:10]2[N:9]([C:6]3[CH:5]=[CH:4][C:3]([OH:2])=[CH:8][CH:7]=3)[C:17]3[C:12]([C:11]=2[S:18]([CH3:21])(=[O:20])=[O:19])=[CH:13][CH:14]=[CH:15][CH:16]=3)=[C:26]([CH3:27])[O:25][N:24]=1. The catalyst is C(Cl)Cl.